Dataset: Reaction yield outcomes from USPTO patents with 853,638 reactions. Task: Predict the reaction yield, written as a fraction of the theoretical maximum amount of product (1.0 means a 100% yield; for example, 0.34 means a 34% yield). (1) The reactants are Cl.[C:2]1([C@@H:8]2[CH2:10][C@H:9]2[NH2:11])[CH:7]=[CH:6][CH:5]=[CH:4][CH:3]=1.C(N(CC)CC)C.[N:19]1[C:28]2[C:23](=[CH:24][N:25]=[CH:26][CH:27]=2)[CH:22]=[CH:21][C:20]=1[C:29](O)=[O:30].O.ON1C2C=CC=CC=2N=N1. The catalyst is CN(C=O)C. The product is [C:2]1([C@@H:8]2[CH2:10][C@H:9]2[NH:11][C:29]([C:20]2[CH:21]=[CH:22][C:23]3[C:28](=[CH:27][CH:26]=[N:25][CH:24]=3)[N:19]=2)=[O:30])[CH:7]=[CH:6][CH:5]=[CH:4][CH:3]=1. The yield is 0.950. (2) The yield is 0.797. The reactants are [C:1]([O:5][C:6]([N:8]1[CH2:13][CH2:12][C:11]([CH:20]2[CH2:25][CH2:24][CH2:23][CH2:22][CH2:21]2)([CH2:14]OS(C)(=O)=O)[CH2:10][CH2:9]1)=[O:7])([CH3:4])([CH3:3])[CH3:2].N1C=[CH:29][N:28]=[N:27]1.[Na].[CH3:32][N:33](C)C=O. The product is [C:1]([O:5][C:6]([N:8]1[CH2:13][CH2:12][C:11]([CH:20]2[CH2:25][CH2:24][CH2:23][CH2:22][CH2:21]2)([CH2:14][N:28]2[CH:29]=[N:33][CH:32]=[N:27]2)[CH2:10][CH2:9]1)=[O:7])([CH3:4])([CH3:3])[CH3:2]. No catalyst specified. (3) The reactants are [OH:1][CH:2]1[CH2:7][CH2:6][NH:5][CH2:4][CH2:3]1.Cl[C:9]([O:11][CH2:12][CH:13]=[CH2:14])=[O:10].CCN(C(C)C)C(C)C. The catalyst is C(Cl)Cl. The product is [OH:1][CH:2]1[CH2:7][CH2:6][N:5]([C:9]([O:11][CH2:12][CH:13]=[CH2:14])=[O:10])[CH2:4][CH2:3]1. The yield is 0.950. (4) The reactants are CN(C=O)C.C(N(CC)C(C)C)(C)C.[Br:15][C:16]1[NH:24][C:23]2[C:22](=[O:25])[NH:21][C:20](=[O:26])[N:19]([CH3:27])[C:18]=2[N:17]=1.Br[CH2:29][C:30]#[C:31][CH3:32]. The catalyst is O. The product is [CH3:27][N:19]1[C:18]2[N:17]=[C:16]([Br:15])[N:24]([CH2:29][C:30]#[C:31][CH3:32])[C:23]=2[C:22](=[O:25])[NH:21][C:20]1=[O:26]. The yield is 0.876. (5) The reactants are [CH3:1][CH:2]([CH3:31])[CH2:3][CH2:4][NH:5][C:6]([C:8]1[N:9]=[N:10][C:11]([N:14]2[CH2:19][CH2:18][N:17]([C:20](=[O:30])[C:21]3[CH:26]=[CH:25][CH:24]=[CH:23][C:22]=3[N+:27]([O-])=O)[CH2:16][CH2:15]2)=[CH:12][CH:13]=1)=[O:7]. The catalyst is [Pd]. The product is [CH3:1][CH:2]([CH3:31])[CH2:3][CH2:4][NH:5][C:6]([C:8]1[N:9]=[N:10][C:11]([N:14]2[CH2:15][CH2:16][N:17]([C:20](=[O:30])[C:21]3[CH:26]=[CH:25][CH:24]=[CH:23][C:22]=3[NH2:27])[CH2:18][CH2:19]2)=[CH:12][CH:13]=1)=[O:7]. The yield is 0.830. (6) The reactants are [CH:1]1([CH2:7][NH2:8])[CH2:6][CH2:5][CH2:4][CH2:3][CH2:2]1.F[C:10]1[CH:15]=[CH:14][C:13]([NH:16][C:17](=[O:19])[CH3:18])=[CH:12][C:11]=1[N+:20]([O-:22])=[O:21].C(=O)([O-])[O-].[Na+].[Na+]. The catalyst is CCO.O. The product is [CH:1]1([CH2:7][NH:8][C:10]2[CH:15]=[CH:14][C:13]([NH:16][C:17](=[O:19])[CH3:18])=[CH:12][C:11]=2[N+:20]([O-:22])=[O:21])[CH2:6][CH2:5][CH2:4][CH2:3][CH2:2]1. The yield is 1.00. (7) The reactants are [CH3:1][N:2]([CH2:4][C:5]1[CH:6]=[CH:7][C:8]2[O:12][C:11]([CH3:13])=[C:10]([CH2:14][C:15]([NH2:17])=[O:16])[C:9]=2[CH:18]=1)[CH3:3].C[O:20][C:21](=O)[C:22]([C:24]1[C:32]2[C:27](=[C:28]([CH3:33])[CH:29]=[CH:30][CH:31]=2)[NH:26][CH:25]=1)=O.CC([O-])(C)C.[K+]. The catalyst is C1COCC1.CCOC(C)=O. The product is [CH3:1][N:2]([CH2:4][C:5]1[CH:6]=[CH:7][C:8]2[O:12][C:11]([CH3:13])=[C:10]([C:14]3[C:15](=[O:16])[NH:17][C:21](=[O:20])[C:22]=3[C:24]3[C:32]4[C:27](=[C:28]([CH3:33])[CH:29]=[CH:30][CH:31]=4)[NH:26][CH:25]=3)[C:9]=2[CH:18]=1)[CH3:3]. The yield is 0.730. (8) The catalyst is CN1C(=O)CCC1.C(OCC)(=O)C.C(Cl)Cl.CO. The yield is 0.550. The product is [F:16][C:15]1[C:8]2[N:9]([CH3:14])[C:10](=[O:13])[CH2:11][O:12][C:7]=2[CH:6]=[CH:5][C:4]=1[CH2:3][CH2:2][N:39]1[CH2:40][CH2:41][N:36]([C:32]2[CH:31]=[CH:30][CH:29]=[C:28]3[C:33]=2[CH:34]=[CH:35][C:26]([CH3:25])=[N:27]3)[CH2:37][CH2:38]1. The reactants are Cl[CH2:2][CH2:3][C:4]1[CH:5]=[CH:6][C:7]2[O:12][CH2:11][C:10](=[O:13])[N:9]([CH3:14])[C:8]=2[C:15]=1[F:16].[I-].[Na+].C(=O)([O-])[O-].[Na+].[Na+].[CH3:25][C:26]1[CH:35]=[CH:34][C:33]2[C:28](=[CH:29][CH:30]=[CH:31][C:32]=2[N:36]2[CH2:41][CH2:40][NH:39][CH2:38][CH2:37]2)[N:27]=1. (9) The reactants are [Cl:1][C:2]1[CH:7]=[CH:6][C:5](B(O)O)=[CH:4][CH:3]=1.[C:11]([NH:18][CH2:19][CH2:20][C:21]1[CH:26]=[CH:25][C:24]([OH:27])=[CH:23][CH:22]=1)([O:13][C:14]([CH3:17])([CH3:16])[CH3:15])=[O:12].N1C=CC=CC=1. The catalyst is C(Cl)Cl. The product is [C:14]([O:13][C:11](=[O:12])[NH:18][CH2:19][CH2:20][C:21]1[CH:26]=[CH:25][C:24]([O:27][C:5]2[CH:6]=[CH:7][C:2]([Cl:1])=[CH:3][CH:4]=2)=[CH:23][CH:22]=1)([CH3:17])([CH3:15])[CH3:16]. The yield is 0.681. (10) The reactants are [N+:1]([C:4]1[CH:12]=[C:11]2[C:7]([CH2:8][CH2:9][NH:10]2)=[CH:6][CH:5]=1)([O-:3])=[O:2].CCN(CC)CC.[C:20](Cl)(=[O:22])[CH3:21]. The catalyst is C1COCC1. The product is [C:20]([N:10]1[C:11]2[C:7](=[CH:6][CH:5]=[C:4]([N+:1]([O-:3])=[O:2])[CH:12]=2)[CH2:8][CH2:9]1)(=[O:22])[CH3:21]. The yield is 1.00.